This data is from Catalyst prediction with 721,799 reactions and 888 catalyst types from USPTO. The task is: Predict which catalyst facilitates the given reaction. (1) Reactant: [CH3:1][C:2]1[N:7]=[C:6]([C:8]([NH:10][C:11]2[C:12]([C:22]([OH:24])=O)=[N:13][N:14]([CH:16]3[CH2:21][CH2:20][CH2:19][CH2:18][O:17]3)[CH:15]=2)=[O:9])[CH:5]=[CH:4][CH:3]=1.[F:25][C:26]([F:30])([F:29])[CH2:27][NH2:28].CCN=C=NCCCN(C)C.C1C=CC2N(O)N=NC=2C=1.C(=O)([O-])O.[Na+]. Product: [CH3:1][C:2]1[N:7]=[C:6]([C:8]([NH:10][C:11]2[C:12]([C:22]([NH:28][CH2:27][C:26]([F:30])([F:29])[F:25])=[O:24])=[N:13][N:14]([CH:16]3[CH2:21][CH2:20][CH2:19][CH2:18][O:17]3)[CH:15]=2)=[O:9])[CH:5]=[CH:4][CH:3]=1. The catalyst class is: 3. (2) Reactant: [Br:1][C:2]1[C:7]([CH3:8])=[CH:6][C:5](I)=[CH:4][C:3]=1[CH3:10].[CH3:11][C:12]([OH:29])([CH3:28])[CH2:13][N:14]1[CH:18]=[C:17](B2OC(C)(C)C(C)(C)O2)[CH:16]=[N:15]1.C([O-])([O-])=O.[Na+].[Na+]. Product: [Br:1][C:2]1[C:7]([CH3:8])=[CH:6][C:5]([C:17]2[CH:16]=[N:15][N:14]([CH2:13][C:12]([CH3:28])([OH:29])[CH3:11])[CH:18]=2)=[CH:4][C:3]=1[CH3:10]. The catalyst class is: 9. (3) Reactant: [CH2:1]([C:9]1[CH:19]=[CH:18][C:12]([O:13][CH2:14][CH:15]2[CH2:17][O:16]2)=[CH:11][CH:10]=1)[CH2:2][CH2:3][CH2:4][CH2:5][CH2:6][CH2:7][CH3:8].[Br-:20].[Li+]. Product: [Br:20][CH2:17][CH:15]([OH:16])[CH2:14][O:13][C:12]1[CH:18]=[CH:19][C:9]([CH2:1][CH2:2][CH2:3][CH2:4][CH2:5][CH2:6][CH2:7][CH3:8])=[CH:10][CH:11]=1. The catalyst class is: 4.